This data is from Forward reaction prediction with 1.9M reactions from USPTO patents (1976-2016). The task is: Predict the product of the given reaction. (1) Given the reactants [CH3:1][O:2][C:3]1[CH:4]=[C:5]2[C:10](=[CH:11][C:12]=1[O:13][CH3:14])[N:9]=[CH:8][CH:7]=[C:6]2[O:15][C:16]1[C:22]([CH3:23])=[CH:21][C:19]([NH2:20])=[C:18]([CH3:24])[CH:17]=1.C(N(CC)CC)C.[C:32](Cl)(Cl)=[S:33].[NH2:36][CH2:37][CH2:38][CH2:39][N:40]1[CH2:45][CH2:44][N:43]([CH3:46])[CH2:42][CH2:41]1, predict the reaction product. The product is: [CH3:1][O:2][C:3]1[CH:4]=[C:5]2[C:10](=[CH:11][C:12]=1[O:13][CH3:14])[N:9]=[CH:8][CH:7]=[C:6]2[O:15][C:16]1[C:22]([CH3:23])=[CH:21][C:19]([NH:20][C:32]([NH:36][CH2:37][CH2:38][CH2:39][N:40]2[CH2:41][CH2:42][N:43]([CH3:46])[CH2:44][CH2:45]2)=[S:33])=[C:18]([CH3:24])[CH:17]=1. (2) Given the reactants Cl[C:2]1[CH:7]=[CH:6][C:5]([N:8]2[C:16]([CH:17]([CH:29]3[CH2:34][CH2:33][CH2:32][CH2:31][CH2:30]3)/[CH:18]=[CH:19]/[C:20]3[CH:28]=[CH:27][C:23]([C:24]([OH:26])=[O:25])=[CH:22][CH:21]=3)=[C:15]3[C:10]([CH2:11][CH2:12][CH2:13][CH2:14]3)=[N:9]2)=[CH:4][CH:3]=1.CO, predict the reaction product. The product is: [CH:29]1([CH:17]([C:16]2[N:8]([C:5]3[CH:4]=[CH:3][CH:2]=[CH:7][CH:6]=3)[N:9]=[C:10]3[C:15]=2[CH2:14][CH2:13][CH2:12][CH2:11]3)[CH2:18][CH2:19][C:20]2[CH:28]=[CH:27][C:23]([C:24]([OH:26])=[O:25])=[CH:22][CH:21]=2)[CH2:34][CH2:33][CH2:32][CH2:31][CH2:30]1. (3) Given the reactants Br[C:2]1[C:10]2[C:9]([NH2:11])=[N:8][CH:7]=[N:6][C:5]=2[N:4]([CH2:12][CH2:13][CH:14]([CH3:16])[CH3:15])[CH:3]=1.CC1(C)C(C)(C)OB([C:25]2[CH:26]=[C:27]3[C:31](=[CH:32][CH:33]=2)[N:30]([C:34](=[O:46])[CH2:35][C:36]2[CH:41]=[CH:40][CH:39]=[C:38]([C:42]([F:45])([F:44])[F:43])[CH:37]=2)[CH2:29][CH2:28]3)O1.O1CCOCC1.C([O-])(O)=O.[Na+], predict the reaction product. The product is: [CH3:15][CH:14]([CH3:16])[CH2:13][CH2:12][N:4]1[C:5]2[N:6]=[CH:7][N:8]=[C:9]([NH2:11])[C:10]=2[C:2]([C:25]2[CH:26]=[C:27]3[C:31](=[CH:32][CH:33]=2)[N:30]([C:34](=[O:46])[CH2:35][C:36]2[CH:41]=[CH:40][CH:39]=[C:38]([C:42]([F:45])([F:43])[F:44])[CH:37]=2)[CH2:29][CH2:28]3)=[CH:3]1.